This data is from Forward reaction prediction with 1.9M reactions from USPTO patents (1976-2016). The task is: Predict the product of the given reaction. (1) The product is: [Br:1][C:2]1[C:6]2[NH:7][C:8]3([CH2:12][CH2:36][CH2:31][CH2:32][CH2:13]3)[NH:9][C:10](=[O:11])[C:5]=2[S:4][C:3]=1[C:14]1[CH:15]=[N:16][NH:17][CH:18]=1. Given the reactants [Br:1][C:2]1[C:6]2[NH:7][C:8]([CH3:13])([CH3:12])[NH:9][C:10](=[O:11])[C:5]=2[S:4][C:3]=1[C:14]1[CH:15]=[N:16][NH:17][CH:18]=1.Cl.C([O-])(O)=O.[Na+].[O-]S([O-])(=O)=O.[Mg+2].[C:31]1(=O)[CH2:36]CCC[CH2:32]1.CC1C=CC(S(O)(=O)=O)=CC=1, predict the reaction product. (2) Given the reactants Br[C:2]1[S:6][C:5]([NH:7][C:8]([C:10]2[C:15]([F:16])=[CH:14][CH:13]=[CH:12][C:11]=2[F:17])=[O:9])=[N:4][CH:3]=1.[Cl:18][C:19]1[C:20](B2OC(C)(C)C(C)(C)O2)=[CH:21][C:22]2S[CH:25]=[N:24][C:23]=2[CH:27]=1.C(=O)([O-])[O-:38].[Na+].[Na+].CC(=O)OCC.[Cl-].[Na+].O, predict the reaction product. The product is: [F:17][C:11]1[CH:12]=[CH:13][CH:14]=[C:15]([F:16])[C:10]=1[C:8]([NH:7][C:5]1[S:6][C:2]([C:20]2[C:19]([Cl:18])=[CH:27][C:23]3[N:24]=[CH:25][O:38][C:22]=3[CH:21]=2)=[CH:3][N:4]=1)=[O:9]. (3) Given the reactants NS(N)(=O)=O.Cl[CH2:7][CH2:8][CH2:9][S:10]([N:13]1[CH2:18][CH2:17][CH:16]([C:19]2[C:27]3[C:22](=[C:23]([C:33]([NH2:35])=[O:34])[CH:24]=[C:25]([C:28]4[CH:32]=[CH:31][S:30][CH:29]=4)[CH:26]=3)[NH:21][CH:20]=2)[CH2:15][CH2:14]1)(=[O:12])=[O:11].[CH3:36][NH:37][CH3:38].C1COCC1.C([O-])([O-])=O.[K+].[K+].[Na+].[I-], predict the reaction product. The product is: [CH3:36][N:37]([CH3:38])[CH2:7][CH2:8][CH2:9][S:10]([N:13]1[CH2:18][CH2:17][CH:16]([C:19]2[C:27]3[C:22](=[C:23]([C:33]([NH2:35])=[O:34])[CH:24]=[C:25]([C:28]4[CH:32]=[CH:31][S:30][CH:29]=4)[CH:26]=3)[NH:21][CH:20]=2)[CH2:15][CH2:14]1)(=[O:12])=[O:11]. (4) Given the reactants [Cl:1][C:2]1[CH:3]=[C:4]([CH:30]=C)[C:5]2[C:6]([CH:29]=1)=[N:7][N:8]([CH2:10][C:11]([NH:15][C:16](=[O:28])[C:17]1[CH:22]=[CH:21][C:20]([O:23][C:24]([F:27])([F:26])[F:25])=[CH:19][CH:18]=1)([C:13]#[N:14])[CH3:12])[N:9]=2.C(Cl)Cl.[O:35]=[O+][O-], predict the reaction product. The product is: [Cl:1][C:2]1[CH:3]=[C:4]([CH:30]=[O:35])[C:5]2[C:6]([CH:29]=1)=[N:7][N:8]([CH2:10][C:11]([NH:15][C:16](=[O:28])[C:17]1[CH:22]=[CH:21][C:20]([O:23][C:24]([F:25])([F:27])[F:26])=[CH:19][CH:18]=1)([C:13]#[N:14])[CH3:12])[N:9]=2. (5) Given the reactants [NH3:1].CC(O)C.Cl[C:7]([C:35]1[CH:40]=[CH:39][C:38]([Cl:41])=[CH:37][CH:36]=1)([C:29]1[CH:30]=[N:31][CH:32]=[CH:33][CH:34]=1)[C:8]1[CH:9]=[C:10]2[C:15](=[CH:16][CH:17]=1)[N:14]([CH3:18])[C:13](=[O:19])[CH:12]=[C:11]2[CH2:20][CH2:21][C:22]1[CH:27]=[CH:26][CH:25]=[C:24]([Cl:28])[CH:23]=1, predict the reaction product. The product is: [NH2:1][C:7]([C:35]1[CH:40]=[CH:39][C:38]([Cl:41])=[CH:37][CH:36]=1)([C:29]1[CH:30]=[N:31][CH:32]=[CH:33][CH:34]=1)[C:8]1[CH:9]=[C:10]2[C:15](=[CH:16][CH:17]=1)[N:14]([CH3:18])[C:13](=[O:19])[CH:12]=[C:11]2[CH2:20][CH2:21][C:22]1[CH:27]=[CH:26][CH:25]=[C:24]([Cl:28])[CH:23]=1. (6) The product is: [CH3:24][O:23][C@H:3]1[C@H:2]([NH:1][CH2:36][C:34]2[CH:33]=[CH:32][C:29]3[O:30][CH2:31][C:26](=[O:25])[NH:27][C:28]=3[N:35]=2)[CH2:7][CH2:6][N:5]([CH2:8][CH2:9][N:10]2[C:19]3[C:14](=[CH:15][CH:16]=[C:17]([O:20][CH3:21])[CH:18]=3)[N:13]=[CH:12][C:11]2=[O:22])[CH2:4]1. Given the reactants [NH2:1][C@@H:2]1[CH2:7][CH2:6][N:5]([CH2:8][CH2:9][N:10]2[C:19]3[C:14](=[CH:15][CH:16]=[C:17]([O:20][CH3:21])[CH:18]=3)[N:13]=[CH:12][C:11]2=[O:22])[CH2:4][C@H:3]1[O:23][CH3:24].[O:25]=[C:26]1[CH2:31][O:30][C:29]2[CH:32]=[CH:33][C:34]([CH:36]=O)=[N:35][C:28]=2[NH:27]1.C(O[BH-](OC(=O)C)OC(=O)C)(=O)C.[Na+], predict the reaction product. (7) Given the reactants [NH:1]1[CH2:6][CH2:5][CH:4]([NH:7][C:8](=O)OC(C)(C)C)[CH2:3][CH2:2]1.[CH3:15]CN(C(C)C)C(C)C.[Cl:24][C:25]1[CH:30]=[C:29]([C:31]2[N:32]=[N:33][N:34](C)[N:35]=2)[CH:28]=[C:27](Cl)[N:26]=1.Cl.O1CCOCC1, predict the reaction product. The product is: [Cl:24][C:25]1[N:26]=[C:27]([N:1]2[CH2:2][CH2:3][CH:4]([NH:7][CH3:8])[CH2:5][CH2:6]2)[CH:28]=[C:29]([C:31]2[N:32]([CH3:15])[N:33]=[N:34][N:35]=2)[CH:30]=1. (8) Given the reactants [CH:1]1([N:7]2[CH2:11][CH2:10][CH:9]([CH2:12][C:13]3[C:18]([Cl:19])=[CH:17][C:16]([C:20]4[CH:25]=[CH:24][C:23]([C:26]([N:28]5[CH2:33][CH:32]6[CH2:34][CH:29]5[CH2:30][NH:31]6)=[O:27])=[CH:22][CH:21]=4)=[CH:15][C:14]=3[Cl:35])[C:8]2=[O:36])[CH2:6][CH2:5][CH2:4][CH2:3][CH2:2]1.[CH3:37][C:38]([CH3:40])=O.C([BH3-])#N.[Na+].C(O)(=O)C, predict the reaction product. The product is: [CH:1]1([N:7]2[CH2:11][CH2:10][CH:9]([CH2:12][C:13]3[C:18]([Cl:19])=[CH:17][C:16]([C:20]4[CH:25]=[CH:24][C:23]([C:26]([N:28]5[CH2:33][C@@H:32]6[CH2:34][C@H:29]5[CH2:30][N:31]6[CH:38]([CH3:40])[CH3:37])=[O:27])=[CH:22][CH:21]=4)=[CH:15][C:14]=3[Cl:35])[C:8]2=[O:36])[CH2:2][CH2:3][CH2:4][CH2:5][CH2:6]1. (9) Given the reactants Cl[CH2:2][C:3]1[O:4][C:5]([C:8]2[CH:13]=[CH:12][C:11]([I:14])=[CH:10][CH:9]=2)=[N:6][N:7]=1.[I-].[K+].[NH:17]1[CH2:21][CH2:20][CH2:19][CH2:18]1, predict the reaction product. The product is: [I:14][C:11]1[CH:12]=[CH:13][C:8]([C:5]2[O:4][C:3]([CH2:2][N:17]3[CH2:21][CH2:20][CH2:19][CH2:18]3)=[N:7][N:6]=2)=[CH:9][CH:10]=1.